From a dataset of Full USPTO retrosynthesis dataset with 1.9M reactions from patents (1976-2016). Predict the reactants needed to synthesize the given product. (1) Given the product [C:37]([OH:38])([C:18]([F:21])([F:20])[F:19])=[O:40].[OH:36][CH2:35][CH2:34][NH:33][S:30]([C:27]1[CH:26]=[CH:25][C:24]([C:9]2[CH:17]=[C:16]([C:18]([F:19])([F:20])[F:21])[CH:15]=[C:14]3[C:10]=2[CH:11]=[N:12][NH:13]3)=[CH:29][N:28]=1)(=[O:32])=[O:31], predict the reactants needed to synthesize it. The reactants are: CC1(C)C(C)(C)OB([C:9]2[CH:17]=[C:16]([C:18]([F:21])([F:20])[F:19])[CH:15]=[C:14]3[C:10]=2[CH:11]=[N:12][NH:13]3)O1.Br[C:24]1[CH:25]=[CH:26][C:27]([S:30]([NH:33][CH2:34][CH2:35][OH:36])(=[O:32])=[O:31])=[N:28][CH:29]=1.[C:37](=[O:40])(O)[O-:38].[Na+]. (2) Given the product [C:2]([C:5]1[NH:9][C:8]2[CH:11]=[CH:12][CH:13]=[CH:14][C:7]=2[N:6]=1)([CH3:4])([CH3:1])[CH3:3], predict the reactants needed to synthesize it. The reactants are: [CH3:1][C:2]([C:5]1[N:9](C)[C:8]2[CH:11]=[C:12](C#N)[CH:13]=[CH:14][C:7]=2[N:6]=1)([CH3:4])[CH3:3].NC1C=CC(C#N)=CC=1NC.CC(C=O)(C)C. (3) Given the product [CH2:22]([O:14][C:12]([CH:11]1[CH:9]2[CH2:20][CH:16]=[CH:17][CH:10]2[C:7]2[CH:8]=[C:2]([Cl:1])[CH:3]=[CH:4][C:5]=2[NH:6]1)=[O:13])[CH3:23], predict the reactants needed to synthesize it. The reactants are: [Cl:1][C:2]1[CH:8]=[CH:7][C:5]([NH2:6])=[CH:4][CH:3]=1.[CH2:9]([C:11](=O)[C:12]([O-:14])=[O:13])[CH3:10].[CH:16]1[CH2:20]C=C[CH:17]=1.F[C:22](F)(F)[C:23](O)=O. (4) Given the product [CH:43]1([NH:46][C:14]2[C:15]([C:20]3[O:22][N:40]=[C:39]([C:26]4[N:27]=[C:28]([N:30]([CH3:38])[C:31]5[CH:32]=[CH:33][CH:34]=[CH:35][CH:36]=5)[N:29]=[C:24]([NH2:23])[N:25]=4)[N:41]=3)=[N:16][CH:17]=[CH:18][CH:19]=2)[CH2:45][CH2:44]1, predict the reactants needed to synthesize it. The reactants are: C(N1C=CN=C1)(N1C=CN=C1)=O.F[C:14]1[C:15]([C:20]([OH:22])=O)=[N:16][CH:17]=[CH:18][CH:19]=1.[NH2:23][C:24]1[N:29]=[C:28]([N:30]([CH3:38])[C:31]2[CH:36]=[CH:35][CH:34]=[C:33](C)[CH:32]=2)[N:27]=[C:26]([C:39]([NH:41]O)=[NH:40])[N:25]=1.[CH:43]1([NH2:46])[CH2:45][CH2:44]1. (5) Given the product [N:24]1[C:16]([C:15]2[C:10]([NH:9][C:8]3[C:3]([F:2])=[C:4]([NH:32][S:33]([C:36]4[CH:41]=[CH:40][C:39]([C:42]([F:45])([F:43])[F:44])=[CH:38][CH:37]=4)(=[O:35])=[O:34])[CH:5]=[CH:6][C:7]=3[F:31])=[N:11][CH:12]=[CH:13][CH:14]=2)=[C:17]2[C:21]([NH:20][CH:19]=[N:18]2)=[N:22][CH:23]=1, predict the reactants needed to synthesize it. The reactants are: Cl.[F:2][C:3]1[C:8]([NH:9][C:10]2[C:15]([C:16]3[N:24]=[CH:23][N:22]=[C:21]4[C:17]=3[N:18]=[CH:19][N:20]4C3CCCCO3)=[CH:14][CH:13]=[CH:12][N:11]=2)=[C:7]([F:31])[CH:6]=[CH:5][C:4]=1[NH:32][S:33]([C:36]1[CH:41]=[CH:40][C:39]([C:42]([F:45])([F:44])[F:43])=[CH:38][CH:37]=1)(=[O:35])=[O:34]. (6) Given the product [CH3:13][C:8]1[N:7]([CH2:6][CH:5]=[CH:4][CH2:3][CH2:2][O:1][S:22]([CH3:21])(=[O:24])=[O:23])[C:11](=[O:12])[O:10][N:9]=1, predict the reactants needed to synthesize it. The reactants are: [OH:1][CH2:2][CH2:3][CH:4]=[CH:5][CH2:6][N:7]1[C:11](=[O:12])[O:10][N:9]=[C:8]1[CH3:13].C(N(CC)CC)C.[CH3:21][S:22](Cl)(=[O:24])=[O:23]. (7) Given the product [Br:1][C:2]1[C:10]2[C:5](=[CH:6][CH:7]=[CH:8][CH:9]=2)[N:4]([C:14]([C:13]2[C:17]([C:21]([F:22])([F:23])[F:24])=[CH:18][CH:19]=[CH:20][C:12]=2[Cl:11])=[O:15])[N:3]=1, predict the reactants needed to synthesize it. The reactants are: [Br:1][C:2]1[C:10]2[C:5](=[CH:6][CH:7]=[CH:8][CH:9]=2)[NH:4][N:3]=1.[Cl:11][C:12]1[CH:20]=[CH:19][CH:18]=[C:17]([C:21]([F:24])([F:23])[F:22])[C:13]=1[C:14](Cl)=[O:15]. (8) Given the product [Br:24][C:3]1[N:2]([CH3:1])[C:6]([C:7]2[S:8][C:9]3[N:10]=[CH:11][N:12]=[C:13]([S:16][CH3:17])[C:14]=3[N:15]=2)=[C:5]([C:18]2[CH:23]=[CH:22][CH:21]=[CH:20][CH:19]=2)[N:4]=1, predict the reactants needed to synthesize it. The reactants are: [CH3:1][N:2]1[C:6]([C:7]2[S:8][C:9]3[N:10]=[CH:11][N:12]=[C:13]([S:16][CH3:17])[C:14]=3[N:15]=2)=[C:5]([C:18]2[CH:23]=[CH:22][CH:21]=[CH:20][CH:19]=2)[N:4]=[CH:3]1.[Br:24]N1C(=O)CCC1=O.CC(N=NC(C#N)(C)C)(C#N)C.